From a dataset of Reaction yield outcomes from USPTO patents with 853,638 reactions. Predict the reaction yield, written as a fraction of the theoretical maximum amount of product (1.0 means a 100% yield; for example, 0.34 means a 34% yield). (1) The reactants are [F:8][C:7]([F:10])([F:9])[C:6](O[C:6](=[O:11])[C:7]([F:10])([F:9])[F:8])=[O:11].[C:14]1([CH:20]2[CH2:25][CH2:24][NH:23][CH2:22][CH2:21]2)[CH:19]=[CH:18][CH:17]=[CH:16][CH:15]=1.C(N(CC)CC)C. The catalyst is C(Cl)Cl. The product is [F:10][C:7]([F:8])([F:9])[C:6]([N:23]1[CH2:24][CH2:25][CH:20]([C:14]2[CH:19]=[CH:18][CH:17]=[CH:16][CH:15]=2)[CH2:21][CH2:22]1)=[O:11]. The yield is 0.880. (2) The reactants are [CH:1]([C:3]1[O:7][CH:6]=[C:5]([C:8]2[C:18]3[O:17][CH2:16][CH2:15][N:14]([C:19]([O:21][C:22]([CH3:25])([CH3:24])[CH3:23])=[O:20])[CH2:13][C:12]=3[CH:11]=[CH:10][CH:9]=2)[CH:4]=1)=O.O.NN.C(O)CO.[OH-].[K+]. The catalyst is O.CO. The product is [CH3:1][C:3]1[O:7][CH:6]=[C:5]([C:8]2[C:18]3[O:17][CH2:16][CH2:15][N:14]([C:19]([O:21][C:22]([CH3:25])([CH3:24])[CH3:23])=[O:20])[CH2:13][C:12]=3[CH:11]=[CH:10][CH:9]=2)[CH:4]=1. The yield is 0.250. (3) The reactants are [C:1]([O:7][CH2:8][CH2:9][NH:10][C:11]([C@@H:13]([CH2:22][CH:23]=[CH2:24])[CH2:14][C:15]([O:17]C(C)(C)C)=O)=[O:12])(=[O:6])[CH2:2][CH2:3]C=C.O=C1[C@H](CC(OC(C)(C)C)=O)CC=CCCC(=O)OCCN1.FC(F)(F)C(O)=O.O=C1[C@H](CC(O)=O)CC=CCCC(=O)OCCN1.[Cl:72][C:73]1[CH:78]=[CH:77][C:76]([CH2:79][NH2:80])=[CH:75][CH:74]=1. The catalyst is C(Cl)Cl.CO.C(Cl)Cl. The product is [Cl:72][C:73]1[CH:78]=[CH:77][C:76]([CH2:79][NH:80][C:15](=[O:17])[CH2:14][C@@H:13]2[CH2:22][CH:23]=[CH:24][CH2:3][CH2:2][C:1](=[O:6])[O:7][CH2:8][CH2:9][NH:10][C:11]2=[O:12])=[CH:75][CH:74]=1. The yield is 0.580.